This data is from Full USPTO retrosynthesis dataset with 1.9M reactions from patents (1976-2016). The task is: Predict the reactants needed to synthesize the given product. (1) Given the product [OH:20][C:18]1[CH:19]=[C:10]([C:5]2[CH:6]=[CH:7][CH:8]=[CH:9][C:4]=2[C:1]([OH:3])([CH3:22])[CH3:2])[CH:11]=[C:12]2[C:17]=1[N:16]=[CH:15][NH:14][C:13]2=[O:21], predict the reactants needed to synthesize it. The reactants are: [C:1]([C:4]1[CH:9]=[CH:8][CH:7]=[CH:6][C:5]=1[C:10]1[CH:11]=[C:12]2[C:17](=[C:18]([OH:20])[CH:19]=1)[N:16]=[CH:15][NH:14][C:13]2=[O:21])(=[O:3])[CH3:2].[CH3:22][Mg]Cl. (2) Given the product [F:20][C:18]1[CH:19]=[C:14]([CH:12]2[N:11]([CH2:22][C:23]([NH:33][C:34]3[CH:35]=[C:36]4[C:49](=[CH:50][CH:51]=3)[CH2:48][C@:38]3([C:46]5[C:41](=[N:42][CH:43]=[CH:44][CH:45]=5)[NH:40][C:39]3=[O:47])[CH2:37]4)=[O:24])[C:10](=[O:26])[CH:9]([CH:27]3[CH2:28][CH2:29][O:30][CH2:31][CH2:32]3)[NH:8][CH2:13]2)[CH:15]=[C:16]([F:21])[CH:17]=1, predict the reactants needed to synthesize it. The reactants are: C(OC([N:8]1[CH2:13][CH:12]([C:14]2[CH:19]=[C:18]([F:20])[CH:17]=[C:16]([F:21])[CH:15]=2)[N:11]([CH2:22][C:23](O)=[O:24])[C:10](=[O:26])[CH:9]1[CH:27]1[CH2:32][CH2:31][O:30][CH2:29][CH2:28]1)=O)(C)(C)C.[NH2:33][C:34]1[CH:35]=[C:36]2[C:49](=[CH:50][CH:51]=1)[CH2:48][C@:38]1([C:46]3[C:41](=[N:42][CH:43]=[CH:44][CH:45]=3)[NH:40][C:39]1=[O:47])[CH2:37]2.Cl.C(N=C=NCCCN(C)C)C.C1C=CC2N(O)N=NC=2C=1. (3) Given the product [NH2:12][C:10]1[CH:9]=[C:6]([CH:5]=[C:4]([N+:1]([O-:3])=[O:2])[CH:11]=1)[CH2:7][OH:8], predict the reactants needed to synthesize it. The reactants are: [N+:1]([C:4]1[CH:5]=[C:6]([CH:9]=[C:10]([N+:12]([O-])=O)[CH:11]=1)[CH2:7][OH:8])([O-:3])=[O:2].[NH4+]=S. (4) Given the product [C:30]([N:11]1[C:8]2=[N:9][C:10]3[N:2]([CH3:1])[C:3](=[O:29])[N:4]([CH2:15][CH2:16][CH2:17][CH2:18][C@H:19]([O:21][Si:22]([C:25]([CH3:28])([CH3:27])[CH3:26])([CH3:23])[CH3:24])[CH3:20])[C:5](=[O:14])[C:6]=3[N:7]2[CH2:13][CH2:12]1)(=[O:32])[CH3:31], predict the reactants needed to synthesize it. The reactants are: [CH3:1][N:2]1[C:10]2[N:9]=[C:8]3[NH:11][CH2:12][CH2:13][N:7]3[C:6]=2[C:5](=[O:14])[N:4]([CH2:15][CH2:16][CH2:17][CH2:18][C@H:19]([O:21][Si:22]([C:25]([CH3:28])([CH3:27])[CH3:26])([CH3:24])[CH3:23])[CH3:20])[C:3]1=[O:29].[C:30](OC(=O)C)(=[O:32])[CH3:31].CO. (5) Given the product [Cl:1][C:2]1[CH:7]=[CH:6][C:5](/[C:8](=[CH:11]/[C:12]2[N:13]([CH2:26][CH:25]=[C:24]([CH3:28])[CH3:23])[CH:14]=[CH:15][CH:16]=2)/[C:9]#[N:10])=[CH:4][CH:3]=1, predict the reactants needed to synthesize it. The reactants are: [Cl:1][C:2]1[CH:7]=[CH:6][C:5](/[C:8](=[CH:11]/[C:12]2[NH:13][CH:14]=[CH:15][CH:16]=2)/[C:9]#[N:10])=[CH:4][CH:3]=1.C([O-])([O-])=O.[K+].[K+].[CH3:23][C:24]([CH3:28])=[CH:25][CH2:26]Br. (6) Given the product [Br:1][C:2]1[CH:3]=[N:4][CH:5]=[CH:6][C:7]=1[NH:10][NH2:11], predict the reactants needed to synthesize it. The reactants are: [Br:1][C:2]1[CH:3]=[N:4][CH:5]=[CH:6][C:7]=1Cl.O.[NH2:10][NH2:11]. (7) Given the product [O:1]([C:8]1[CH:9]=[C:10]([CH:26]=[CH:27][CH:28]=1)[CH2:11][N:12]1[CH2:17][CH2:16][CH:15]([N:18]2[C:19]3[CH:24]=[CH:23][CH:22]=[CH:21][C:20]=3[NH:25][C:29]2=[O:30])[CH2:14][CH2:13]1)[C:2]1[CH:3]=[CH:4][CH:5]=[CH:6][CH:7]=1, predict the reactants needed to synthesize it. The reactants are: [O:1]([C:8]1[CH:9]=[C:10]([CH:26]=[CH:27][CH:28]=1)[CH2:11][N:12]1[CH2:17][CH2:16][CH:15]([NH:18][C:19]2[C:20]([NH2:25])=[CH:21][CH:22]=[CH:23][CH:24]=2)[CH2:14][CH2:13]1)[C:2]1[CH:7]=[CH:6][CH:5]=[CH:4][CH:3]=1.[C:29](C1NC=CN=1)(C1NC=CN=1)=[O:30].